From a dataset of Forward reaction prediction with 1.9M reactions from USPTO patents (1976-2016). Predict the product of the given reaction. (1) The product is: [F:1][C:2]1[C:7]([O:17][CH3:16])=[CH:6][CH:5]=[C:4]([N+:9]([O-:11])=[O:10])[C:3]=1[CH2:12][C:13](=[O:15])[CH3:14]. Given the reactants [F:1][C:2]1[C:7](F)=[CH:6][CH:5]=[C:4]([N+:9]([O-:11])=[O:10])[C:3]=1[CH2:12][C:13](=[O:15])[CH3:14].[C:16](=O)([O-])[O-:17].[K+].[K+], predict the reaction product. (2) Given the reactants [Cl:1][C:2]1[CH:10]=[CH:9][C:8]([C:11]2[C:12]([C@@H:17]([NH:27]C(=O)OC(C)(C)C)[CH2:18][C:19]3[CH:24]=[C:23]([F:25])[CH:22]=[C:21]([F:26])[CH:20]=3)=[N:13][CH:14]=[CH:15][CH:16]=2)=[C:7]2[C:3]=1[C:4]([NH:36][S:37]([CH3:40])(=[O:39])=[O:38])=[N:5][N:6]2[CH3:35].[F:41][C:42]([F:47])([F:46])[C:43](O)=[O:44].FC(F)(F)C(OC(=O)C(F)(F)F)=O, predict the reaction product. The product is: [Cl:1][C:2]1[CH:10]=[CH:9][C:8]([C:11]2[C:12]([C@@H:17]([NH:27][C:43](=[O:44])[C:42]([F:47])([F:46])[F:41])[CH2:18][C:19]3[CH:20]=[C:21]([F:26])[CH:22]=[C:23]([F:25])[CH:24]=3)=[N:13][CH:14]=[CH:15][CH:16]=2)=[C:7]2[C:3]=1[C:4]([NH:36][S:37]([CH3:40])(=[O:38])=[O:39])=[N:5][N:6]2[CH3:35]. (3) The product is: [CH3:18][C:19]1[CH:26]=[CH:25][C:22]([CH2:23][NH:24][C:15](=[O:16])[CH2:14][CH2:13][C:5]2[CH:6]=[CH:7][C:8]([O:9][CH2:10][C:11]#[CH:12])=[C:3]([O:2][CH3:1])[CH:4]=2)=[CH:21][CH:20]=1. Given the reactants [CH3:1][O:2][C:3]1[CH:4]=[C:5]([CH2:13][CH2:14][C:15](Cl)=[O:16])[CH:6]=[CH:7][C:8]=1[O:9][CH2:10][C:11]#[CH:12].[CH3:18][C:19]1[CH:26]=[CH:25][C:22]([CH2:23][NH2:24])=[CH:21][CH:20]=1, predict the reaction product. (4) The product is: [Cl:1][C:2]1[CH:7]=[CH:6][C:5]([O:8][CH2:13][C:14]2[C:23]3[C:18](=[CH:19][CH:20]=[CH:21][CH:22]=3)[CH:17]=[CH:16][CH:15]=2)=[CH:4][C:3]=1[N+:9]([O-:11])=[O:10]. Given the reactants [Cl:1][C:2]1[CH:7]=[CH:6][C:5]([OH:8])=[CH:4][C:3]=1[N+:9]([O-:11])=[O:10].Cl[CH2:13][C:14]1[C:23]2[C:18](=[CH:19][CH:20]=[CH:21][CH:22]=2)[CH:17]=[CH:16][CH:15]=1, predict the reaction product. (5) Given the reactants N1C2C=CC=CC=2CCCC1.[Br:12]Br.[Br:14][CH:15]1[CH2:21][CH2:20][C:19]2[CH:22]=[CH:23][CH:24]=[CH:25][C:18]=2[NH:17][C:16]1=[O:26], predict the reaction product. The product is: [Br:14][CH:15]1[CH2:21][CH2:20][C:19]2[CH:22]=[C:23]([Br:12])[CH:24]=[CH:25][C:18]=2[NH:17][C:16]1=[O:26]. (6) The product is: [CH3:24][S:25]([C:28]1[CH:33]=[CH:32][C:31]([C:2]2[N:7]=[CH:6][C:5]([CH2:8][C:9]([N:11]3[CH2:16][CH2:15][N:14]([C:17]([O:19][C:20]([CH3:23])([CH3:22])[CH3:21])=[O:18])[CH2:13][CH2:12]3)=[O:10])=[CH:4][CH:3]=2)=[CH:30][CH:29]=1)(=[O:27])=[O:26]. Given the reactants Cl[C:2]1[N:7]=[CH:6][C:5]([CH2:8][C:9]([N:11]2[CH2:16][CH2:15][N:14]([C:17]([O:19][C:20]([CH3:23])([CH3:22])[CH3:21])=[O:18])[CH2:13][CH2:12]2)=[O:10])=[CH:4][CH:3]=1.[CH3:24][S:25]([C:28]1[CH:33]=[CH:32][C:31](B(O)O)=[CH:30][CH:29]=1)(=[O:27])=[O:26].C(=O)([O-])[O-].[K+].[K+], predict the reaction product.